This data is from NCI-60 drug combinations with 297,098 pairs across 59 cell lines. The task is: Regression. Given two drug SMILES strings and cell line genomic features, predict the synergy score measuring deviation from expected non-interaction effect. (1) Drug 1: COC1=C2C(=CC3=C1OC=C3)C=CC(=O)O2. Drug 2: CC(C)CN1C=NC2=C1C3=CC=CC=C3N=C2N. Cell line: HCT-15. Synergy scores: CSS=4.69, Synergy_ZIP=-1.92, Synergy_Bliss=-6.84, Synergy_Loewe=-3.31, Synergy_HSA=-5.96. (2) Drug 1: CN1CCC(CC1)COC2=C(C=C3C(=C2)N=CN=C3NC4=C(C=C(C=C4)Br)F)OC. Drug 2: CCCCC(=O)OCC(=O)C1(CC(C2=C(C1)C(=C3C(=C2O)C(=O)C4=C(C3=O)C=CC=C4OC)O)OC5CC(C(C(O5)C)O)NC(=O)C(F)(F)F)O. Cell line: KM12. Synergy scores: CSS=1.80, Synergy_ZIP=4.53, Synergy_Bliss=0.299, Synergy_Loewe=-5.89, Synergy_HSA=-2.61. (3) Drug 1: CC1=CC=C(C=C1)C2=CC(=NN2C3=CC=C(C=C3)S(=O)(=O)N)C(F)(F)F. Drug 2: CC1=C(C(=O)C2=C(C1=O)N3CC4C(C3(C2COC(=O)N)OC)N4)N. Cell line: SR. Synergy scores: CSS=59.2, Synergy_ZIP=1.03, Synergy_Bliss=-0.293, Synergy_Loewe=-28.4, Synergy_HSA=-1.23.